This data is from Full USPTO retrosynthesis dataset with 1.9M reactions from patents (1976-2016). The task is: Predict the reactants needed to synthesize the given product. (1) Given the product [CH2:7]([O:6][C:4]([C:3]1[C:14]([CH3:15])=[C:13]([Si:12]([CH:16]([CH3:18])[CH3:17])([CH:9]([CH3:11])[CH3:10])[CH:19]([CH3:20])[CH3:21])[NH:2][N:1]=1)=[O:5])[CH3:8], predict the reactants needed to synthesize it. The reactants are: [N+:1](=[CH:3][C:4]([O:6][CH2:7][CH3:8])=[O:5])=[N-:2].[CH:9]([Si:12]([CH:19]([CH3:21])[CH3:20])([CH:16]([CH3:18])[CH3:17])[C:13]#[C:14][CH3:15])([CH3:11])[CH3:10]. (2) Given the product [CH3:13][O:14][C:15](=[O:26])[C@@H:16]([NH:25][C:7](=[O:9])[C:6]1[CH:10]=[C:2]([Cl:1])[CH:3]=[CH:4][C:5]=1[OH:11])[CH2:17][C:18]1[CH:23]=[CH:22][C:21]([Br:24])=[CH:20][CH:19]=1, predict the reactants needed to synthesize it. The reactants are: [Cl:1][C:2]1[CH:3]=[CH:4][C:5]([OH:11])=[C:6]([CH:10]=1)[C:7]([OH:9])=O.Cl.[CH3:13][O:14][C:15](=[O:26])[CH:16]([NH2:25])[CH2:17][C:18]1[CH:23]=[CH:22][C:21]([Br:24])=[CH:20][CH:19]=1.CN(C(ON1N=NC2C=CC=CC1=2)=[N+](C)C)C.F[P-](F)(F)(F)(F)F.C(N(C(C)C)CC)(C)C.